From a dataset of Reaction yield outcomes from USPTO patents with 853,638 reactions. Predict the reaction yield, written as a fraction of the theoretical maximum amount of product (1.0 means a 100% yield; for example, 0.34 means a 34% yield). (1) The reactants are Cl.Cl.Cl.Cl.[NH2:5][CH2:6][CH2:7][CH2:8][NH:9][CH2:10][CH2:11][CH2:12][CH2:13][NH:14][CH2:15][CH2:16][CH2:17][NH2:18].[H-].[Na+].Cl[C:22]1[C:50]([CH3:51])=[CH:49][C:25]2[N:26]=[C:27]3[C:32]([N:33]([CH2:34][CH2:35][CH2:36][CH2:37][CH2:38][CH2:39][C:40]([O:42][C:43]([CH3:46])([CH3:45])[CH3:44])=[O:41])[C:24]=2[CH:23]=1)=[N:31][C:30](=[O:47])[NH:29][C:28]3=[O:48]. The catalyst is CS(C)=O. The product is [NH2:18][CH2:17][CH2:16][CH2:15][NH:14][CH2:13][CH2:12][CH2:11][CH2:10][NH:9][CH2:8][CH2:7][CH2:6][NH:5][C:22]1[C:50]([CH3:51])=[CH:49][C:25]2[N:26]=[C:27]3[C:32]([N:33]([CH2:34][CH2:35][CH2:36][CH2:37][CH2:38][CH2:39][C:40]([O:42][C:43]([CH3:45])([CH3:46])[CH3:44])=[O:41])[C:24]=2[CH:23]=1)=[N:31][C:30](=[O:47])[NH:29][C:28]3=[O:48]. The yield is 0.570. (2) The yield is 0.850. No catalyst specified. The reactants are [Br:1][C:2]1[CH:7]=[CH:6][C:5]([SH:8])=[C:4]([O:9][C:10]([F:13])([F:12])[F:11])[CH:3]=1.[CH3:14]I. The product is [Br:1][C:2]1[CH:7]=[CH:6][C:5]([S:8][CH3:14])=[C:4]([O:9][C:10]([F:11])([F:13])[F:12])[CH:3]=1. (3) The reactants are [F:1][C:2]([F:18])([F:17])[CH2:3][C:4]([NH:6][C:7]1[CH:12]=[CH:11][C:10]([O:13][CH3:14])=[CH:9][C:8]=1[CH2:15][OH:16])=[O:5]. The catalyst is C(Cl)Cl.O=[Mn]=O. The product is [F:1][C:2]([F:17])([F:18])[CH2:3][C:4]([NH:6][C:7]1[CH:12]=[CH:11][C:10]([O:13][CH3:14])=[CH:9][C:8]=1[CH:15]=[O:16])=[O:5]. The yield is 0.840.